This data is from Forward reaction prediction with 1.9M reactions from USPTO patents (1976-2016). The task is: Predict the product of the given reaction. Given the reactants [S:1]1[C:5]2[CH:6]=[CH:7][CH:8]=[CH:9][C:4]=2[N:3]=[C:2]1[O:10][C:11]1[CH:19]=[C:18]2[C:14]([CH:15]=[C:16]([CH2:20][OH:21])[NH:17]2)=[CH:13][CH:12]=1, predict the reaction product. The product is: [S:1]1[C:5]2[CH:6]=[CH:7][CH:8]=[CH:9][C:4]=2[N:3]=[C:2]1[O:10][C:11]1[CH:19]=[C:18]2[C:14]([CH:15]=[C:16]([CH:20]=[O:21])[NH:17]2)=[CH:13][CH:12]=1.